From a dataset of Reaction yield outcomes from USPTO patents with 853,638 reactions. Predict the reaction yield, written as a fraction of the theoretical maximum amount of product (1.0 means a 100% yield; for example, 0.34 means a 34% yield). (1) The reactants are Br[C:2]1[CH:3]=[C:4]([C:8]2[CH:13]=[CH:12][CH:11]=[CH:10][CH:9]=2)[CH:5]=[CH:6][CH:7]=1.C([Li])(C)(C)C.CN(C)[CH:21]=[O:22]. The catalyst is C1COCC1. The product is [C:8]1([C:4]2[CH:3]=[C:2]([CH:7]=[CH:6][CH:5]=2)[CH:21]=[O:22])[CH:9]=[CH:10][CH:11]=[CH:12][CH:13]=1. The yield is 0.710. (2) The reactants are [C:1]([C:5]1[CH:13]=[C:12]2[C:8]([CH2:9][CH:10]([CH3:15])[C:11]2=O)=[C:7]([C:16]2[CH:21]=[CH:20][CH:19]=[CH:18][CH:17]=2)[C:6]=1[O:22][CH3:23])([CH3:4])([CH3:3])[CH3:2].[BH4-].[Na+].CO.Cl. The catalyst is C1COCC1.O. The product is [C:1]([C:5]1[CH:13]=[C:12]2[C:8](=[C:7]([C:16]3[CH:21]=[CH:20][CH:19]=[CH:18][CH:17]=3)[C:6]=1[O:22][CH3:23])[CH2:9][C:10]([CH3:15])=[CH:11]2)([CH3:4])([CH3:2])[CH3:3]. The yield is 0.990. (3) The reactants are [C:1]([O:5][C:6]([N:8]1[CH2:12][CH2:11][CH2:10][C@@H:9]1[CH2:13][O:14][C:15]1[CH:20]=[CH:19][C:18]([C:21](=[O:29])[C:22]2[CH:27]=[CH:26][C:25](I)=[CH:24][CH:23]=2)=[CH:17][CH:16]=1)=[O:7])([CH3:4])([CH3:3])[CH3:2].[S:30]1[CH:34]=[CH:33][C:32](B(O)O)=[CH:31]1.C1(P(C2C=CC=CC=2)C2C=CC=CC=2)C=CC=CC=1.C(=O)([O-])[O-].[K+].[K+]. The catalyst is COCCOC.C([O-])(=O)C.[Pd+2].C([O-])(=O)C.O.C(O)C. The product is [C:1]([O:5][C:6]([N:8]1[CH2:12][CH2:11][CH2:10][C@@H:9]1[CH2:13][O:14][C:15]1[CH:20]=[CH:19][C:18]([C:21](=[O:29])[C:22]2[CH:27]=[CH:26][C:25]([C:32]3[CH:33]=[CH:34][S:30][CH:31]=3)=[CH:24][CH:23]=2)=[CH:17][CH:16]=1)=[O:7])([CH3:4])([CH3:3])[CH3:2]. The yield is 0.600. (4) The reactants are [OH:1][CH2:2][C:3]1[C:4]2[N:5]([CH:9]=[CH:10][N:11]=2)[CH:6]=[CH:7][CH:8]=1.[K+].[Br-]. No catalyst specified. The product is [N:11]1[CH:10]=[CH:9][N:5]2[CH:6]=[CH:7][CH:8]=[C:3]([CH:2]=[O:1])[C:4]=12. The yield is 0.850. (5) The reactants are [Cl:1][C:2]1[CH:10]=[C:9]2[C:5](/[C:6](=[CH:12]/[C:13]3[CH:18]=[CH:17][CH:16]=[C:15]([Cl:19])[CH:14]=3)/[C:7](=[O:11])[NH:8]2)=[CH:4][CH:3]=1.[C:20]([O:24][C:25](O[C:25]([O:24][C:20]([CH3:23])([CH3:22])[CH3:21])=[O:26])=[O:26])([CH3:23])([CH3:22])[CH3:21]. The catalyst is ClCCl.CN(C)C1C=CN=CC=1. The product is [C:20]([O:24][C:25]([N:8]1[C:9]2[C:5](=[CH:4][CH:3]=[C:2]([Cl:1])[CH:10]=2)/[C:6](=[CH:12]/[C:13]2[CH:18]=[CH:17][CH:16]=[C:15]([Cl:19])[CH:14]=2)/[C:7]1=[O:11])=[O:26])([CH3:23])([CH3:22])[CH3:21]. The yield is 0.960. (6) The reactants are [Cl:1][C:2]1[CH:7]=[CH:6][C:5]([S:8][C:9]2[CH:14]=[CH:13][CH:12]=[CH:11][C:10]=2[F:15])=[CH:4][N:3]=1.[OH:16]OS([O-])=O.[K+].C(=O)(O)[O-].[Na+].[OH2:27]. The catalyst is CO. The product is [Cl:1][C:2]1[CH:7]=[CH:6][C:5]([S:8]([C:9]2[CH:14]=[CH:13][CH:12]=[CH:11][C:10]=2[F:15])(=[O:16])=[O:27])=[CH:4][N:3]=1. The yield is 0.860. (7) The product is [Si:49]([O:33][C@H:21]1[C:20](=[CH2:34])[C@H:19]([O:18][Si:1]([C:14]([CH3:17])([CH3:16])[CH3:15])([C:2]2[CH:7]=[CH:6][CH:5]=[CH:4][CH:3]=2)[C:8]2[CH:9]=[CH:10][CH:11]=[CH:12][CH:13]=2)[CH2:24][C:23](=[O:25])[CH2:22]1)([C:52]([CH3:55])([CH3:54])[CH3:53])([CH3:51])[CH3:50]. The catalyst is ClCCl. The yield is 0.710. The reactants are [Si:1]([O:18][C@@H:19]1[CH2:24][C@H:23]([O:25][Si](CC)(CC)CC)[CH2:22][C@@H:21]([OH:33])[C:20]1=[CH2:34])([C:14]([CH3:17])([CH3:16])[CH3:15])([C:8]1[CH:13]=[CH:12][CH:11]=[CH:10][CH:9]=1)[C:2]1[CH:7]=[CH:6][CH:5]=[CH:4][CH:3]=1.N1C(C)=CC=CC=1C.FC(F)(F)S(O[Si:49]([C:52]([CH3:55])([CH3:54])[CH3:53])([CH3:51])[CH3:50])(=O)=O.